From a dataset of Full USPTO retrosynthesis dataset with 1.9M reactions from patents (1976-2016). Predict the reactants needed to synthesize the given product. (1) Given the product [C:1]([O:5][C:6]([N:8]1[CH2:13][CH2:12][C:11]([O:18][C:19](=[O:21])[CH3:20])([CH2:14][CH2:15][C:16](=[O:26])[CH3:17])[CH2:10][CH2:9]1)=[O:7])([CH3:4])([CH3:2])[CH3:3], predict the reactants needed to synthesize it. The reactants are: [C:1]([O:5][C:6]([N:8]1[CH2:13][CH2:12][C:11]([O:18][C:19](=[O:21])[CH3:20])([CH2:14][CH2:15][CH:16]=[CH2:17])[CH2:10][CH2:9]1)=[O:7])([CH3:4])([CH3:3])[CH3:2].CN(C=[O:26])C. (2) Given the product [Br-:14].[C:1]([O:5][C:6]([C:8]1[S:9][C:10]([CH2:13][P+:21]([C:22]2[CH:23]=[CH:24][CH:25]=[CH:26][CH:27]=2)([C:28]2[CH:33]=[CH:32][CH:31]=[CH:30][CH:29]=2)[C:15]2[CH:16]=[CH:17][CH:18]=[CH:19][CH:20]=2)=[CH:11][CH:12]=1)=[O:7])([CH3:4])([CH3:3])[CH3:2], predict the reactants needed to synthesize it. The reactants are: [C:1]([O:5][C:6]([C:8]1[S:9][C:10]([CH2:13][Br:14])=[CH:11][CH:12]=1)=[O:7])([CH3:4])([CH3:3])[CH3:2].[C:15]1([P:21]([C:28]2[CH:33]=[CH:32][CH:31]=[CH:30][CH:29]=2)[C:22]2[CH:27]=[CH:26][CH:25]=[CH:24][CH:23]=2)[CH:20]=[CH:19][CH:18]=[CH:17][CH:16]=1. (3) Given the product [C:2]([C:7]1[S:11][C:10]([CH2:12][N:13]2[N:17]=[C:16]([NH:18][C:32]([C:27]3[N:28]=[C:29]([CH3:31])[O:30][C:26]=3[C:22]3[CH:23]=[CH:24][CH:25]=[C:20]([Cl:19])[CH:21]=3)=[O:33])[CH:15]=[N:14]2)=[CH:9][CH:8]=1)(=[O:6])[CH3:1], predict the reactants needed to synthesize it. The reactants are: [CH3:1][C:2]1([C:7]2[S:11][C:10]([CH2:12][N:13]3[N:17]=[C:16]([NH2:18])[CH:15]=[N:14]3)=[CH:9][CH:8]=2)[O:6]CCO1.[Cl:19][C:20]1[CH:21]=[C:22]([C:26]2[O:30][C:29]([CH3:31])=[N:28][C:27]=2[C:32](O)=[O:33])[CH:23]=[CH:24][CH:25]=1. (4) Given the product [ClH:38].[F:37][CH:2]([F:1])[O:3][C:4]1[CH:9]=[CH:8][C:7]([N:10]2[CH:14]=[N:13][C:12]([C:15]([NH:17][C:18]3[CH:19]=[CH:20][C:21]([C@@H:24]4[O:29][CH2:28][CH2:27][NH:26][CH2:25]4)=[CH:22][CH:23]=3)=[O:16])=[N:11]2)=[CH:6][CH:5]=1, predict the reactants needed to synthesize it. The reactants are: [F:1][CH:2]([F:37])[O:3][C:4]1[CH:9]=[CH:8][C:7]([N:10]2[CH:14]=[N:13][C:12]([C:15]([NH:17][C:18]3[CH:23]=[CH:22][C:21]([C@@H:24]4[O:29][CH2:28][CH2:27][N:26](C(OC(C)(C)C)=O)[CH2:25]4)=[CH:20][CH:19]=3)=[O:16])=[N:11]2)=[CH:6][CH:5]=1.[ClH:38].CCOCC. (5) Given the product [Cl:1][C:2]1[C:10]([Cl:11])=[CH:9][CH:8]=[CH:7][C:3]=1[C:4]([NH:12][CH2:13][CH:14]([N:15]1[CH2:20][CH2:19][C:18]([F:22])([F:21])[CH2:17][CH2:16]1)[C:23]1[CH:24]=[CH:25][C:26](=[O:30])[N:27]([CH3:29])[CH:28]=1)=[O:6], predict the reactants needed to synthesize it. The reactants are: [Cl:1][C:2]1[C:10]([Cl:11])=[CH:9][CH:8]=[CH:7][C:3]=1[C:4]([OH:6])=O.[NH2:12][CH2:13][CH:14]([C:23]1[CH:24]=[CH:25][C:26](=[O:30])[N:27]([CH3:29])[CH:28]=1)[N:15]1[CH2:20][CH2:19][C:18]([F:22])([F:21])[CH2:17][CH2:16]1. (6) Given the product [Cl:34][C:28]1[CH:29]=[C:30]([F:33])[CH:31]=[CH:32][C:27]=1[C@@H:18]1[N:19]=[C:20]([C:22]2[S:23][CH:24]=[CH:25][N:26]=2)[NH:21][C:16]([CH2:15][N:6]2[CH2:7][C:3]([F:2])([F:13])[CH2:4][C@H:5]2[CH2:8][CH2:9][C:10]([OH:12])=[O:11])=[C:17]1[C:35]([O:37][CH3:38])=[O:36], predict the reactants needed to synthesize it. The reactants are: Cl.[F:2][C:3]1([F:13])[CH2:7][NH:6][C@H:5]([CH2:8][CH2:9][C:10]([OH:12])=[O:11])[CH2:4]1.Br[CH2:15][C:16]1[NH:21][C:20]([C:22]2[S:23][CH:24]=[CH:25][N:26]=2)=[N:19][C@@H:18]([C:27]2[CH:32]=[CH:31][C:30]([F:33])=[CH:29][C:28]=2[Cl:34])[C:17]=1[C:35]([O:37][CH3:38])=[O:36].C(=O)([O-])[O-].[K+].[K+]. (7) Given the product [CH2:30]([O:20][C:8]1[C:9](=[O:10])[C:11]2[C:16](=[CH:15][C:14]([O:18][CH2:9][C:11]3[CH:12]=[CH:13][CH:14]=[CH:15][CH:16]=3)=[CH:13][C:12]=2[OH:19])[O:17][C:7]=1[C:6]1[CH:1]=[CH:2][C:3]([O:22][CH2:7][C:6]2[CH:1]=[CH:2][CH:3]=[CH:4][CH:5]=2)=[C:4]([OH:21])[CH:5]=1)[C:31]1[CH:36]=[CH:35][CH:34]=[CH:33][CH:32]=1, predict the reactants needed to synthesize it. The reactants are: [CH:1]1[C:6]([C:7]2[O:17][C:16]3[CH:15]=[C:14]([OH:18])[CH:13]=[C:12]([OH:19])[C:11]=3[C:9](=[O:10])[C:8]=2[OH:20])=[CH:5][C:4]([OH:21])=[C:3]([OH:22])[CH:2]=1.O.C(=O)([O-])[O-].[K+].[K+].[CH2:30](Br)[C:31]1[CH:36]=[CH:35][CH:34]=[CH:33][CH:32]=1.Cl. (8) Given the product [OH:11][CH2:12][C@H:13]1[CH2:18][N:17]([C:2]2[CH:7]=[CH:6][C:5]([N+:8]([O-:10])=[O:9])=[CH:4][CH:3]=2)[CH2:16][CH2:15][N:14]1[C:19]([O:21][C:22]([CH3:25])([CH3:24])[CH3:23])=[O:20], predict the reactants needed to synthesize it. The reactants are: F[C:2]1[CH:7]=[CH:6][C:5]([N+:8]([O-:10])=[O:9])=[CH:4][CH:3]=1.[OH:11][CH2:12][C@H:13]1[CH2:18][NH:17][CH2:16][CH2:15][N:14]1[C:19]([O:21][C:22]([CH3:25])([CH3:24])[CH3:23])=[O:20].CCN(C(C)C)C(C)C.O. (9) The reactants are: [F:1][C:2]1[CH:7]=[C:6]([N+:8]([O-])=O)[CH:5]=[CH:4][C:3]=1[O:11][CH2:12][CH2:13][O:14][CH3:15]. Given the product [F:1][C:2]1[CH:7]=[C:6]([CH:5]=[CH:4][C:3]=1[O:11][CH2:12][CH2:13][O:14][CH3:15])[NH2:8], predict the reactants needed to synthesize it. (10) Given the product [O:1]1[CH2:15][CH2:14][CH2:13][O:12][B:2]1[C:3]1[CH:11]=[CH:10][C:6]([C:7]([OH:9])=[O:8])=[CH:5][CH:4]=1, predict the reactants needed to synthesize it. The reactants are: [OH:1][B:2]([OH:12])[C:3]1[CH:11]=[CH:10][C:6]([C:7]([OH:9])=[O:8])=[CH:5][CH:4]=1.[CH2:13](O)[CH2:14][CH2:15]O.